This data is from Full USPTO retrosynthesis dataset with 1.9M reactions from patents (1976-2016). The task is: Predict the reactants needed to synthesize the given product. (1) Given the product [Br:1][C:2]1[C:11]2[O:10][CH2:9][CH:8]([C:12]3[CH:17]=[CH:16][CH:15]=[CH:14][CH:13]=3)[N:7]3[C:18](=[O:20])[N:19]([CH2:23][CH2:24][N:25]4[CH2:30][CH2:29][O:28][CH2:27][CH2:26]4)[C:5]([C:6]=23)=[CH:4][CH:3]=1, predict the reactants needed to synthesize it. The reactants are: [Br:1][C:2]1[C:11]2[O:10][CH2:9][CH:8]([C:12]3[CH:17]=[CH:16][CH:15]=[CH:14][CH:13]=3)[N:7]3[C:18](=[O:20])[NH:19][C:5]([C:6]=23)=[CH:4][CH:3]=1.Cl.Cl[CH2:23][CH2:24][N:25]1[CH2:30][CH2:29][O:28][CH2:27][CH2:26]1.[H-].[Na+].CCOC(C)=O. (2) Given the product [O:28]1[C:37]2[C:32](=[CH:33][CH:34]=[CH:35][CH:36]=2)[C@H:31]([NH:38][C:17]([C@@H:7]2[CH2:6][N:5]3[CH2:21][C@@H:2]([O:1][CH2:25][CH3:26])[CH2:3][C@@H:4]3[CH2:9][N:8]2[C:10]([O:12][C:13]([CH3:15])([CH3:14])[CH3:16])=[O:11])=[O:18])[CH2:30][CH2:29]1, predict the reactants needed to synthesize it. The reactants are: [OH:1][C@@H:2]1[CH2:21][N:5]2[CH2:6][C@@H:7]([C:17](OC)=[O:18])[N:8]([C:10]([O:12][C:13]([CH3:16])([CH3:15])[CH3:14])=[O:11])[CH2:9][C@H:4]2[CH2:3]1.[H-].[Na+].Br[CH2:25][CH3:26].Cl.[O:28]1[C:37]2[C:32](=[CH:33][CH:34]=[CH:35][CH:36]=2)[C@H:31]([NH2:38])[CH2:30][CH2:29]1.Cl.C(N=C=NCCCN(C)C)C.ON1C2C=CC=CC=2N=N1.C(N(CC)C(C)C)(C)C. (3) Given the product [CH2:28]([C:2]1[CH:7]=[CH:6][C:5]([S:8]([NH:11][CH2:12][C:13]2[CH:27]=[CH:26][C:16]([C:17]([NH:19][C:20]3[CH:21]=[N:22][CH:23]=[CH:24][CH:25]=3)=[O:18])=[CH:15][CH:14]=2)(=[O:10])=[O:9])=[CH:4][CH:3]=1)[C:29]1[CH:34]=[CH:33][CH:32]=[CH:31][CH:30]=1, predict the reactants needed to synthesize it. The reactants are: I[C:2]1[CH:7]=[CH:6][C:5]([S:8]([NH:11][CH2:12][C:13]2[CH:27]=[CH:26][C:16]([C:17]([NH:19][C:20]3[CH:21]=[N:22][CH:23]=[CH:24][CH:25]=3)=[O:18])=[CH:15][CH:14]=2)(=[O:10])=[O:9])=[CH:4][CH:3]=1.[CH2:28](B1OC(C)(C)C(C)(C)O1)[C:29]1[CH:34]=[CH:33][CH:32]=[CH:31][CH:30]=1.C([O-])([O-])=O.[K+].[K+]. (4) Given the product [CH3:37][C:29]1[CH:30]=[C:31]([CH:32]=[CH:33][CH:34]=1)[CH:35]=[N:23][NH:22][C:13]1[CH:14]=[C:15]([N:16]2[CH2:17][CH2:18][O:19][CH2:20][CH2:21]2)[N:10]2[N:9]=[C:8]([C:5]3[CH:6]=[N:7][C:2]([CH3:1])=[CH:3][CH:4]=3)[CH:24]=[C:11]2[N:12]=1, predict the reactants needed to synthesize it. The reactants are: [CH3:1][C:2]1[N:7]=[CH:6][C:5]([C:8]2[CH:24]=[C:11]3[N:12]=[C:13]([NH:22][NH2:23])[CH:14]=[C:15]([N:16]4[CH2:21][CH2:20][O:19][CH2:18][CH2:17]4)[N:10]3[N:9]=2)=[CH:4][CH:3]=1.C(O)(=O)C.[C:29]1([CH3:37])[CH:34]=[CH:33][CH:32]=[C:31]([CH:35]=O)[CH:30]=1. (5) Given the product [NH2:19][CH2:18][CH2:17][O:16][C:15]1[C:7]2[CH:6]([CH2:5][C:4]([OH:34])=[O:3])[O:10][B:9]([OH:11])[C:8]=2[CH:12]=[C:13]([O:27][C:28]2[CH:33]=[N:32][CH:31]=[CH:30][N:29]=2)[CH:14]=1, predict the reactants needed to synthesize it. The reactants are: C([O:3][C:4](=[O:34])[CH2:5][CH:6]1[O:10][B:9]([OH:11])[C:8]2[CH:12]=[C:13]([O:27][C:28]3[CH:33]=[N:32][CH:31]=[CH:30][N:29]=3)[CH:14]=[C:15]([O:16][CH2:17][CH2:18][NH:19]C(OC(C)(C)C)=O)[C:7]1=2)C.Cl. (6) Given the product [CH3:34][O:33][CH2:32][C@H:31]([CH3:35])[O:30][C:15]1[CH:16]=[C:17]([CH:18]=[C:13]([C:10]2[NH:9][C:8]([C:6]3[O:1][C@@H:2]([CH2:36][O:37][Si:38]([CH:45]([CH3:47])[CH3:46])([CH:39]([CH3:41])[CH3:40])[CH:42]([CH3:44])[CH3:43])[C@@H:3]([CH3:4])[N:5]=3)=[CH:12][CH:11]=2)[CH:14]=1)[O:19][C:20]1[CH:25]=[CH:24][C:23]([S:26]([CH3:29])(=[O:27])=[O:28])=[N:22][CH:21]=1, predict the reactants needed to synthesize it. The reactants are: [OH:1][C@H:2]([CH2:36][O:37][Si:38]([CH:45]([CH3:47])[CH3:46])([CH:42]([CH3:44])[CH3:43])[CH:39]([CH3:41])[CH3:40])[C@H:3]([NH:5][C:6]([C:8]1[NH:9][C:10]([C:13]2[CH:18]=[C:17]([O:19][C:20]3[CH:21]=[N:22][C:23]([S:26]([CH3:29])(=[O:28])=[O:27])=[CH:24][CH:25]=3)[CH:16]=[C:15]([O:30][C@@H:31]([CH3:35])[CH2:32][O:33][CH3:34])[CH:14]=2)=[CH:11][CH:12]=1)=O)[CH3:4].CS(O)(=O)=O.C(N(CC)CC)C.C(=O)([O-])O.[Na+]. (7) Given the product [CH3:1][C:2]1[CH:3]=[C:4]([CH2:20][CH2:21][CH2:22][N:23]2[CH2:28][CH2:27][N:26]([CH3:29])[CH2:25][CH2:24]2)[CH:5]=[C:6]2[C:10]=1[C:9](=[O:11])[N:8]([CH2:12][C:13]1[CH:14]=[CH:15][C:16]([Cl:19])=[CH:17][CH:18]=1)[CH2:7]2, predict the reactants needed to synthesize it. The reactants are: [CH3:1][C:2]1[CH:3]=[C:4]([C:20]#[C:21][CH2:22][N:23]2[CH2:28][CH2:27][N:26]([CH3:29])[CH2:25][CH2:24]2)[CH:5]=[C:6]2[C:10]=1[C:9](=[O:11])[N:8]([CH2:12][C:13]1[CH:18]=[CH:17][C:16]([Cl:19])=[CH:15][CH:14]=1)[CH2:7]2.[H][H].C(Cl)(Cl)Cl.CO. (8) Given the product [CH2:21]([O:20][C:10]1[C:9]([O:8][CH2:1][C:2]2[CH:7]=[CH:6][CH:5]=[CH:4][CH:3]=2)=[CH:14][C:13]([C:15]([F:18])([F:17])[F:16])=[CH:12][C:11]=1[C:34]([O:36][CH3:37])=[O:35])[C:22]1[CH:27]=[CH:26][CH:25]=[CH:24][CH:23]=1, predict the reactants needed to synthesize it. The reactants are: [CH2:1]([O:8][C:9]1[CH:14]=[C:13]([C:15]([F:18])([F:17])[F:16])[CH:12]=[C:11](Br)[C:10]=1[O:20][CH2:21][C:22]1[CH:27]=[CH:26][CH:25]=[CH:24][CH:23]=1)[C:2]1[CH:7]=[CH:6][CH:5]=[CH:4][CH:3]=1.[Li]CCCC.Cl[C:34]([O:36][CH3:37])=[O:35].O. (9) Given the product [CH2:1]([C:5]1[CH:6]=[CH:7][C:8]([CH2:14][CH2:13][CH2:12][OH:11])=[C:9]([CH3:10])[CH:15]=1)[CH:2]([CH3:4])[CH3:3], predict the reactants needed to synthesize it. The reactants are: [CH2:1]([C:5]1[CH:6]=[CH:7][C:8]2[CH2:14][CH2:13][CH2:12][O:11][CH2:10][C:9]=2[CH:15]=1)[CH:2]([CH3:4])[CH3:3].